Predict the product of the given reaction. From a dataset of Forward reaction prediction with 1.9M reactions from USPTO patents (1976-2016). (1) Given the reactants C(OC(=O)[NH:7][C:8]1[CH:13]=[C:12]([N:14]2[CH2:19][CH2:18][O:17][CH2:16][CH2:15]2)[C:11]([C:20]([F:23])([F:22])[F:21])=[CH:10][C:9]=1[NH:24][C:25](=[O:41])[CH2:26][C:27]([C:29]1[CH:34]=[CH:33][CH:32]=[C:31]([C:35]2[N:36]([CH3:40])[N:37]=[CH:38][CH:39]=2)[CH:30]=1)=O)(C)(C)C.C(O)(C(F)(F)F)=O, predict the reaction product. The product is: [CH3:40][N:36]1[C:35]([C:31]2[CH:30]=[C:29]([C:27]3[CH2:26][C:25](=[O:41])[NH:24][C:9]4[CH:10]=[C:11]([C:20]([F:23])([F:22])[F:21])[C:12]([N:14]5[CH2:19][CH2:18][O:17][CH2:16][CH2:15]5)=[CH:13][C:8]=4[N:7]=3)[CH:34]=[CH:33][CH:32]=2)=[CH:39][CH:38]=[N:37]1. (2) Given the reactants [CH3:1][CH:2]1[CH2:7][CH:6]([CH3:8])[CH2:5][C:4](=[O:9])[CH:3]1[C:10]([O:12][CH2:13][CH3:14])=[O:11].[H-].[Na+].C1([Se]Cl)C=CC=CC=1.C(=O)(O)[O-].[Na+], predict the reaction product. The product is: [CH3:1][C:2]1[CH2:7][CH:6]([CH3:8])[CH2:5][C:4](=[O:9])[C:3]=1[C:10]([O:12][CH2:13][CH3:14])=[O:11]. (3) Given the reactants Cl[O-:2].[Na+].[Cl+].Cl[O-].[O:7]=[CH:8][C@@H:9]([C@H:11]([C@@H:13]([C@@H:15]([CH2:17][OH:18])[OH:16])[OH:14])[OH:12])[OH:10], predict the reaction product. The product is: [O:7]=[CH:8][C@@H:9]([C@H:11]([C@@H:13]([C@@H:15]([CH2:17][OH:18])[OH:16])[OH:14])[OH:12])[OH:10].[O:7]=[C:8]([OH:2])[C@@H:9]([C@H:11]([C@@H:13]([C@@H:15]([CH2:17][OH:18])[OH:16])[OH:14])[OH:12])[OH:10]. (4) Given the reactants [Cl:1][C:2]1[CH:7]=[CH:6][C:5]([S:8]([C:11](=[C:14]([NH:17][C:18]2[CH:23]=[CH:22][CH:21]=[C:20]([C:24]#[N:25])[CH:19]=2)SC)[C:12]#[N:13])(=[O:10])=[O:9])=[CH:4][CH:3]=1.[CH:26]1([NH2:31])[CH2:30][CH2:29][CH2:28][CH2:27]1, predict the reaction product. The product is: [Cl:1][C:2]1[CH:7]=[CH:6][C:5]([S:8]([C:11](=[C:14]([NH:17][C:18]2[CH:23]=[CH:22][CH:21]=[C:20]([C:24]#[N:25])[CH:19]=2)[NH:31][CH:26]2[CH2:30][CH2:29][CH2:28][CH2:27]2)[C:12]#[N:13])(=[O:10])=[O:9])=[CH:4][CH:3]=1. (5) The product is: [CH2:1]([O:3][C:4]([C:6]1[C:7](=[O:25])[C:8]2[CH:13]=[N:12][C:11]([NH:39][C:36]3[CH:35]=[CH:34][C:33]([N:30]4[CH2:29][CH2:28][N:27]([CH3:26])[CH2:32][CH2:31]4)=[CH:38][CH:37]=3)=[N:10][C:9]=2[N:18]([CH:20]2[CH2:24][CH2:23][CH2:22][CH2:21]2)[CH:19]=1)=[O:5])[CH3:2]. Given the reactants [CH2:1]([O:3][C:4]([C:6]1[C:7](=[O:25])[C:8]2[CH:13]=[N:12][C:11](S(C)(=O)=O)=[N:10][C:9]=2[N:18]([CH:20]2[CH2:24][CH2:23][CH2:22][CH2:21]2)[CH:19]=1)=[O:5])[CH3:2].[CH3:26][N:27]1[CH2:32][CH2:31][N:30]([C:33]2[CH:38]=[CH:37][C:36]([NH2:39])=[CH:35][CH:34]=2)[CH2:29][CH2:28]1, predict the reaction product. (6) Given the reactants [O:1]=[C:2]1[NH:7][C:6]2=[C:8]([C:12]([O:14][CH3:15])=[O:13])[CH:9]=[CH:10][CH:11]=[C:5]2[O:4][CH2:3]1.CN(C=O)C.[H-].[Na+].[Cl:23][C:24]1[CH:31]=[CH:30][C:27]([CH2:28]Br)=[CH:26][CH:25]=1, predict the reaction product. The product is: [Cl:23][C:24]1[CH:31]=[CH:30][C:27]([CH2:28][N:7]2[C:6]3=[C:8]([C:12]([O:14][CH3:15])=[O:13])[CH:9]=[CH:10][CH:11]=[C:5]3[O:4][CH2:3][C:2]2=[O:1])=[CH:26][CH:25]=1. (7) Given the reactants S(Cl)([Cl:3])=O.[NH2:5][C@H:6]([C:15]([OH:17])=[O:16])[CH2:7][C:8]1[CH:13]=[CH:12][C:11]([OH:14])=[CH:10][CH:9]=1.[CH3:18]O, predict the reaction product. The product is: [Cl-:3].[OH:14][C:11]1[CH:10]=[CH:9][C:8]([CH2:7][C@H:6]([NH3+:5])[C:15]([O:17][CH3:18])=[O:16])=[CH:13][CH:12]=1.